From a dataset of Reaction yield outcomes from USPTO patents with 853,638 reactions. Predict the reaction yield, written as a fraction of the theoretical maximum amount of product (1.0 means a 100% yield; for example, 0.34 means a 34% yield). (1) The reactants are [CH2:1]([NH:3][C:4]([NH:6][CH2:7][C:8]([CH3:12])([CH3:11])[CH2:9][OH:10])=[O:5])[CH3:2].[N+:13]([C:16]1[CH:23]=[CH:22][CH:21]=[C:20]([N+]([O-])=O)[C:17]=1[C:18]#[N:19])([O-:15])=[O:14]. No catalyst specified. The product is [C:18]([C:17]1[C:16]([N+:13]([O-:15])=[O:14])=[CH:23][CH:22]=[CH:21][C:20]=1[O:10][CH2:9][C:8]([CH3:11])([CH3:12])[CH2:7][NH:6][C:4]([NH:3][CH2:1][CH3:2])=[O:5])#[N:19]. The yield is 0.470. (2) The reactants are [CH3:1][O:2][C:3]1[CH:30]=[CH:29][C:6]([CH2:7][S:8][C:9]2[C:10](F)=[C:11]([F:27])[C:12]([NH:19][C:20]3[CH:25]=[CH:24][CH:23]=[CH:22][C:21]=3[Cl:26])=[C:13]([CH:18]=2)[C:14]([O:16][CH3:17])=[O:15])=[CH:5][CH:4]=1.[N-:31]=[N+:32]=[N-:33].[Na+].O. The catalyst is CN(C=O)C. The product is [N:31]([C:10]1[C:9]([S:8][CH2:7][C:6]2[CH:29]=[CH:30][C:3]([O:2][CH3:1])=[CH:4][CH:5]=2)=[CH:18][C:13]([C:14]([O:16][CH3:17])=[O:15])=[C:12]([NH:19][C:20]2[CH:25]=[CH:24][CH:23]=[CH:22][C:21]=2[Cl:26])[C:11]=1[F:27])=[N+:32]=[N-:33]. The yield is 0.851.